Dataset: Reaction yield outcomes from USPTO patents with 853,638 reactions. Task: Predict the reaction yield, written as a fraction of the theoretical maximum amount of product (1.0 means a 100% yield; for example, 0.34 means a 34% yield). (1) The reactants are Br[C:2]1[CH:7]=[CH:6][CH:5]=[C:4]([Br:8])[N:3]=1.[C:9]([C:14]1[CH:15]=[C:16](B(O)O)[CH:17]=[CH:18][CH:19]=1)([O:11][CH2:12][CH3:13])=[O:10].C(=O)([O-])[O-].[Na+].[Na+]. The catalyst is C(#N)C.O. The product is [Br:8][C:4]1[N:3]=[C:2]([C:18]2[CH:19]=[C:14]([CH:15]=[CH:16][CH:17]=2)[C:9]([O:11][CH2:12][CH3:13])=[O:10])[CH:7]=[CH:6][CH:5]=1. The yield is 0.200. (2) The reactants are C(N(CC)CC)C.[CH:8]([C:10]1[C:18]2[C:13](=[C:14]([O:19][CH3:20])[CH:15]=[CH:16][CH:17]=2)[N:12](C(OC(C)(C)C)=O)[CH:11]=1)=[O:9].[CH:28](=[N:35][C:36]1[CH:41]=[CH:40][CH:39]=[C:38]([O:42][CH3:43])[CH:37]=1)[C:29]1[CH:34]=[CH:33][CH:32]=[CH:31][CH:30]=1. The catalyst is [Cl-].C([N+]1C(C)=C(CCO)SC=1)C1C=CC=CC=1.C(O)C. The product is [CH3:20][O:19][C:14]1[CH:15]=[CH:16][CH:17]=[C:18]2[C:13]=1[NH:12][CH:11]=[C:10]2[C:8](=[O:9])[CH:28]([NH:35][C:36]1[CH:41]=[CH:40][CH:39]=[C:38]([O:42][CH3:43])[CH:37]=1)[C:29]1[CH:30]=[CH:31][CH:32]=[CH:33][CH:34]=1. The yield is 0.0400.